From a dataset of Full USPTO retrosynthesis dataset with 1.9M reactions from patents (1976-2016). Predict the reactants needed to synthesize the given product. (1) The reactants are: [CH3:1][O:2][C:3]1[CH:8]=[CH:7][C:6]([N+:9]([O-:11])=[O:10])=[CH:5][C:4]=1[OH:12].Cl.Cl[CH2:15][CH2:16][N:17]([CH3:19])[CH3:18].[H-].[Na+].N#N. Given the product [CH3:1][O:2][C:3]1[CH:8]=[CH:7][C:6]([N+:9]([O-:11])=[O:10])=[CH:5][C:4]=1[O:12][CH2:15][CH2:16][N:17]([CH3:19])[CH3:18], predict the reactants needed to synthesize it. (2) Given the product [CH:3]1([NH:6][C:14]2[N:19]3[N:20]=[CH:21][C:22]([CH:23]=[O:24])=[C:18]3[N:17]=[C:16]([C:25]3[CH:26]=[C:27]([N:31]([CH3:36])[S:32]([CH3:35])(=[O:33])=[O:34])[CH:28]=[CH:29][CH:30]=3)[CH:15]=2)[CH2:4][CH2:5]1, predict the reactants needed to synthesize it. The reactants are: [H-].[Na+].[CH:3]1([N:6]([C:14]2[N:19]3[N:20]=[CH:21][C:22]([CH:23]=[O:24])=[C:18]3[N:17]=[C:16]([C:25]3[CH:30]=[CH:29][CH:28]=[C:27]([NH:31][S:32]([CH3:35])(=[O:34])=[O:33])[CH:26]=3)[CH:15]=2)C(=O)OC(C)(C)C)[CH2:5][CH2:4]1.[CH3:36]I. (3) Given the product [ClH:20].[F:19][CH:2]([F:1])[C:3]1[CH:4]=[C:5]([C:21]2[CH:22]=[C:23]([CH2:27][N:28]3[CH:32]=[CH:31][N:30]=[C:29]3[CH3:33])[N:24]=[N:25][CH:26]=2)[CH:6]=[C:7]([F:9])[CH:8]=1, predict the reactants needed to synthesize it. The reactants are: [F:1][CH:2]([F:19])[C:3]1[CH:4]=[C:5](B2OC(C)(C)C(C)(C)O2)[CH:6]=[C:7]([F:9])[CH:8]=1.[Cl:20][C:21]1[CH:22]=[C:23]([CH2:27][N:28]2[CH:32]=[CH:31][N:30]=[C:29]2[CH3:33])[N:24]=[N:25][CH:26]=1. (4) The reactants are: [NH2:1][C:2]1[C:10]2[N:9]([CH3:11])[C:8]3[CH2:12][CH2:13][N:14]([C:16]([O:18][CH2:19][CH3:20])=[O:17])[CH2:15][C:7]=3[C:6]=2[CH:5]=[CH:4][CH:3]=1.B(O)(O)[C:22]1[CH:23]=[CH:24][C:25]([CH3:28])=[CH:26][CH:27]=1.C(N(CC)CC)C. Given the product [CH3:11][N:9]1[C:10]2[C:2]([NH:1][C:22]3[CH:27]=[CH:26][C:25]([CH3:28])=[CH:24][CH:23]=3)=[CH:3][CH:4]=[CH:5][C:6]=2[C:7]2[CH2:15][N:14]([C:16]([O:18][CH2:19][CH3:20])=[O:17])[CH2:13][CH2:12][C:8]1=2, predict the reactants needed to synthesize it. (5) The reactants are: [C:1]([O:5][C:6](=[O:32])[CH2:7][CH2:8][CH2:9][NH:10][CH:11]([CH2:14][N:15]([C:22]([O:24][CH2:25][C:26]1[CH:31]=[CH:30][CH:29]=[CH:28][CH:27]=1)=[O:23])[C@H:16]([C:18](OC)=[O:19])[CH3:17])[C:12]#[N:13])([CH3:4])([CH3:3])[CH3:2].O.[OH-].[Li+].CCN=C=NCCCN(C)C.C1C=CC2N(O)N=NC=2C=1. Given the product [CH2:25]([O:24][C:22]([N:15]1[CH2:14][CH:11]([C:12]#[N:13])[N:10]([CH2:9][CH2:8][CH2:7][C:6]([O:5][C:1]([CH3:4])([CH3:3])[CH3:2])=[O:32])[C:18](=[O:19])[C@@H:16]1[CH3:17])=[O:23])[C:26]1[CH:27]=[CH:28][CH:29]=[CH:30][CH:31]=1, predict the reactants needed to synthesize it. (6) Given the product [Br:11][C:3]1[CH:4]=[C:5]([C:8]([OH:10])=[O:9])[CH:6]=[N:7][C:2]=1[OH:1], predict the reactants needed to synthesize it. The reactants are: [OH:1][C:2]1[N:7]=[CH:6][C:5]([C:8]([OH:10])=[O:9])=[CH:4][CH:3]=1.[Br:11]Br.S(S([O-])=O)([O-])(=O)=O.[Na+].[Na+]. (7) The reactants are: [CH3:1][O:2][C:3]1[CH:4]=[C:5]2[C:9](=[CH:10][CH:11]=1)[N:8]([CH3:12])[C:7]([C:13]([O:15][CH2:16][CH3:17])=[O:14])=[CH:6]2.[C:18]([O-])(=O)C.[Na+].C[CH2:24][CH:25]([C:30]([O:32][CH2:33][CH3:34])=[O:31])[C:26]([O:28][CH3:29])=[O:27]. Given the product [CH2:16]([O:15][C:13]([C:7]1[N:8]([CH3:12])[C:9]2[C:5]([C:6]=1[C:25]([CH3:24])([C:26]([O:28][CH2:29][CH3:18])=[O:27])[C:30]([O:32][CH2:33][CH3:34])=[O:31])=[CH:4][C:3]([O:2][CH3:1])=[CH:11][CH:10]=2)=[O:14])[CH3:17], predict the reactants needed to synthesize it.